Dataset: Forward reaction prediction with 1.9M reactions from USPTO patents (1976-2016). Task: Predict the product of the given reaction. (1) Given the reactants Cl[C:2]1[CH:7]=[C:6]([N:8]2[CH2:13][CH2:12][O:11][CH2:10][C@H:9]2[CH:14]([CH3:16])[CH3:15])[N:5]=[C:4]([NH:17][CH3:18])[N:3]=1.[C:19]([C:21]1[C:26]([F:27])=[CH:25][C:24](B(O)O)=[CH:23][C:22]=1[F:31])#[N:20].C1(P(C2CCCCC2)C2CCCCC2)CCCCC1.[O-]P([O-])([O-])=O.[K+].[K+].[K+], predict the reaction product. The product is: [F:27][C:26]1[CH:25]=[C:24]([C:2]2[CH:7]=[C:6]([N:8]3[CH2:13][CH2:12][O:11][CH2:10][C@H:9]3[CH:14]([CH3:16])[CH3:15])[N:5]=[C:4]([NH:17][CH3:18])[N:3]=2)[CH:23]=[C:22]([F:31])[C:21]=1[C:19]#[N:20]. (2) Given the reactants CO[C:3]([C:5]1[C:6](=[O:17])[O:7][C:8]2[C:13]([C:14]=1[OH:15])=[CH:12][CH:11]=[C:10]([Cl:16])[CH:9]=2)=[O:4].[NH2:18][C@H:19]([C:21]([OH:23])=[O:22])[CH3:20].C[O-].[Na+].Cl, predict the reaction product. The product is: [Cl:16][C:10]1[CH:9]=[C:8]2[C:13]([C:14]([OH:15])=[C:5]([C:3]([NH:18][C@@H:19]([CH3:20])[C:21]([OH:23])=[O:22])=[O:4])[C:6](=[O:17])[O:7]2)=[CH:12][CH:11]=1.